The task is: Predict the product of the given reaction.. This data is from Forward reaction prediction with 1.9M reactions from USPTO patents (1976-2016). (1) Given the reactants [C:1]([O:5][C:6]([N:8]1[CH2:13][CH2:12][C:11]([CH:16]2[CH2:21][CH2:20][CH2:19][CH2:18][CH2:17]2)([CH2:14][OH:15])[CH2:10][CH2:9]1)=[O:7])([CH3:4])([CH3:3])[CH3:2].C[N+]1([O-])CCOCC1, predict the reaction product. The product is: [C:1]([O:5][C:6]([N:8]1[CH2:9][CH2:10][C:11]([CH:16]2[CH2:17][CH2:18][CH2:19][CH2:20][CH2:21]2)([CH:14]=[O:15])[CH2:12][CH2:13]1)=[O:7])([CH3:4])([CH3:2])[CH3:3]. (2) Given the reactants [Cl:1][C:2]1[CH:10]=[CH:9][CH:8]=[C:7]2[C:3]=1[C:4]([C:11]([O:13][CH3:14])=[O:12])=[N:5][NH:6]2.[Br:15][C:16]1[CH:17]=[C:18](B(O)O)[CH:19]=[CH:20][CH:21]=1, predict the reaction product. The product is: [Br:15][C:16]1[CH:21]=[C:20]([N:6]2[C:7]3[C:3](=[C:2]([Cl:1])[CH:10]=[CH:9][CH:8]=3)[C:4]([C:11]([O:13][CH3:14])=[O:12])=[N:5]2)[CH:19]=[CH:18][CH:17]=1. (3) Given the reactants [H-].[Na+].[CH2:3]([O:5][C:6]([C:8]1[CH:13]=[CH:12][CH:11]=[C:10]([C:14]2[CH2:18][CH2:17][CH2:16][C:15]=2[C:19]2[CH:24]=[C:23]([CH3:25])[CH:22]=[CH:21][C:20]=2[O:26]C(=O)C)[N:9]=1)=[O:7])[CH3:4].C(O)(=O)C, predict the reaction product. The product is: [CH2:3]([O:5][C:6]([C:8]1[CH:13]=[CH:12][CH:11]=[C:10]([C:14]2[CH2:18][CH2:17][CH2:16][C:15]=2[C:19]2[CH:24]=[C:23]([CH3:25])[CH:22]=[CH:21][C:20]=2[OH:26])[N:9]=1)=[O:7])[CH3:4].